Task: Predict the reaction yield, written as a fraction of the theoretical maximum amount of product (1.0 means a 100% yield; for example, 0.34 means a 34% yield).. Dataset: Reaction yield outcomes from USPTO patents with 853,638 reactions (1) The reactants are [Cl:1][C:2]1[CH:3]=[C:4]([NH2:10])[C:5]([O:8]C)=[N:6][CH:7]=1.[Cl:11][C:12]1[S:13][C:14]([Cl:21])=[CH:15][C:16]=1[S:17](Cl)(=[O:19])=[O:18].ClC1N=CC(NS(CC2C=CC(Cl)=C(Cl)C=2)(=O)=O)=C(O)C=1. No catalyst specified. The product is [Cl:11][C:12]1[S:13][C:14]([Cl:21])=[CH:15][C:16]=1[S:17]([NH:10][C:4]1[C:5]([OH:8])=[N:6][CH:7]=[C:2]([Cl:1])[CH:3]=1)(=[O:19])=[O:18]. The yield is 0.330. (2) The reactants are [C:1](Cl)([CH3:3])=[O:2].[CH3:5][N:6]1[C:14]2[CH:13]=[C:12]([N:15]3[CH:20]=[CH:19][C:18]([C:21]4[CH:26]=[CH:25][C:24]([C:27]([F:30])([F:29])[F:28])=[CH:23][N:22]=4)=[CH:17][C:16]3=[O:31])[CH:11]=[CH:10][C:9]=2[C:8]2[CH2:32][NH:33][CH2:34][CH2:35][C:7]1=2.CCN(CC)CC.O. The catalyst is CN(C1C=CN=CC=1)C.C(Cl)Cl. The product is [C:1]([N:33]1[CH2:34][CH2:35][C:7]2[N:6]([CH3:5])[C:14]3[CH:13]=[C:12]([N:15]4[CH:20]=[CH:19][C:18]([C:21]5[CH:26]=[CH:25][C:24]([C:27]([F:28])([F:30])[F:29])=[CH:23][N:22]=5)=[CH:17][C:16]4=[O:31])[CH:11]=[CH:10][C:9]=3[C:8]=2[CH2:32]1)(=[O:2])[CH3:3]. The yield is 0.840. (3) The reactants are Br[C:2]1[C:13](=[O:14])[N:12]([CH3:15])[C:5]2[N:6]=[C:7]([NH:10][CH3:11])[N:8]=[CH:9][C:4]=2[CH:3]=1.[CH3:16][C:17]1([CH3:33])[C:21]([CH3:23])([CH3:22])[O:20][B:19]([B:19]2[O:20][C:21]([CH3:23])([CH3:22])[C:17]([CH3:33])([CH3:16])[O:18]2)[O:18]1.C([O-])(=O)C.[K+].CS(C)=O. The catalyst is O. The product is [CH3:15][N:12]1[C:5]2[N:6]=[C:7]([NH:10][CH3:11])[N:8]=[CH:9][C:4]=2[CH:3]=[C:2]([B:19]2[O:20][C:21]([CH3:23])([CH3:22])[C:17]([CH3:33])([CH3:16])[O:18]2)[C:13]1=[O:14]. The yield is 0.638.